This data is from Reaction yield outcomes from USPTO patents with 853,638 reactions. The task is: Predict the reaction yield, written as a fraction of the theoretical maximum amount of product (1.0 means a 100% yield; for example, 0.34 means a 34% yield). (1) The reactants are [N:1]1([C:7]2[N:15]=[C:14]3[C:10]([NH:11][CH:12]=[N:13]3)=[C:9]([N:16]3[CH2:21][CH2:20][O:19][CH2:18][CH2:17]3)[N:8]=2)[CH2:6][CH2:5][O:4][CH2:3][CH2:2]1.[H-].[Na+].[CH3:24][Si:25]([CH3:32])([CH3:31])[CH2:26][CH2:27][O:28][CH2:29]Cl.O. The catalyst is CN(C=O)C.C(OCC)(=O)C. The product is [N:1]1([C:7]2[N:15]=[C:14]3[C:10]([N:11]([CH2:29][O:28][CH2:27][CH2:26][Si:25]([CH3:32])([CH3:31])[CH3:24])[CH:12]=[N:13]3)=[C:9]([N:16]3[CH2:17][CH2:18][O:19][CH2:20][CH2:21]3)[N:8]=2)[CH2:6][CH2:5][O:4][CH2:3][CH2:2]1. The yield is 0.780. (2) The reactants are [N:1]([CH2:4][CH:5]([F:19])[CH2:6][CH2:7][N:8]1[CH:13]=[CH:12][C:11]([C:14]([O:16][CH3:17])=[O:15])=[CH:10][C:9]1=[O:18])=[N+:2]=[N-:3].[C:20]([O:24][C:25]([CH3:28])([CH3:27])[CH3:26])(=[O:23])[C:21]#[CH:22].O. The catalyst is CC(O)(C)C.[O-]S([O-])(=O)=O.[Cu+2]. The product is [C:25]([O:24][C:20]([C:21]1[N:3]=[N:2][N:1]([CH2:4][CH:5]([F:19])[CH2:6][CH2:7][N:8]2[CH:13]=[CH:12][C:11]([C:14]([O:16][CH3:17])=[O:15])=[CH:10][C:9]2=[O:18])[CH:22]=1)=[O:23])([CH3:28])([CH3:27])[CH3:26]. The yield is 0.850. (3) The reactants are [NH2:1][C:2]1[C:3](Cl)=[N:4][CH:5]=[N:6][C:7]=1[Cl:8].[NH:10]1[C:18]2[C:13](=[CH:14][CH:15]=[CH:16][CH:17]=2)[CH2:12][CH2:11]1.Cl. The yield is 0.340. The catalyst is C(O)C.O. The product is [Cl:8][C:7]1[C:2]([NH2:1])=[C:3]([N:10]2[C:18]3[C:13](=[CH:14][CH:15]=[CH:16][CH:17]=3)[CH2:12][CH2:11]2)[N:4]=[CH:5][N:6]=1. (4) The reactants are Cl[C:2]1[N:7]=[C:6]([NH2:8])[CH:5]=[CH:4][N:3]=1.[O-]CC.[Na+].[CH3:13][N:14]([CH3:18])[CH2:15][CH2:16][OH:17]. The catalyst is CN(C)C=O. The product is [CH3:13][N:14]([CH3:18])[CH2:15][CH2:16][O:17][C:2]1[N:7]=[C:6]([NH2:8])[CH:5]=[CH:4][N:3]=1. The yield is 0.260. (5) The reactants are Br[C:2]1[CH:3]=[C:4]2[C:9]([NH:10][C@@H:11]3[CH2:22][C@@H:14]4[CH2:15][N:16]([S:18]([CH3:21])(=[O:20])=[O:19])[CH2:17][C@@H:13]4[C@H:12]3[CH3:23])=[C:8]([C:24]([NH2:26])=[O:25])[CH:7]=[N:6][N:5]2[CH:27]=1.[Cu][C:29]#[N:30]. The catalyst is CN1CCCC1=O.C(OCC)(=O)C. The product is [C:29]([C:2]1[CH:3]=[C:4]2[C:9]([NH:10][C@@H:11]3[CH2:22][C@@H:14]4[CH2:15][N:16]([S:18]([CH3:21])(=[O:20])=[O:19])[CH2:17][C@@H:13]4[C@H:12]3[CH3:23])=[C:8]([C:24]([NH2:26])=[O:25])[CH:7]=[N:6][N:5]2[CH:27]=1)#[N:30]. The yield is 0.560. (6) The reactants are [CH2:1]([O:3][C:4]1[CH:9]=[CH:8][CH:7]=[CH:6][C:5]=1B(O)O)[CH3:2].[F-].[K+].[N+:15]([C:18]1[CH:23]=[C:22]([N+:24]([O-:26])=[O:25])[CH:21]=[CH:20][C:19]=1Br)([O-:17])=[O:16].C(P(C(C)(C)C)C(C)(C)C)(C)(C)C. The catalyst is C1COCC1.C1C=CC(/C=C/C(/C=C/C2C=CC=CC=2)=O)=CC=1.C1C=CC(/C=C/C(/C=C/C2C=CC=CC=2)=O)=CC=1.C1C=CC(/C=C/C(/C=C/C2C=CC=CC=2)=O)=CC=1.[Pd].[Pd]. The product is [CH2:1]([O:3][C:4]1[CH:9]=[CH:8][CH:7]=[CH:6][C:5]=1[C:19]1[CH:20]=[CH:21][C:22]([N+:24]([O-:26])=[O:25])=[CH:23][C:18]=1[N+:15]([O-:17])=[O:16])[CH3:2]. The yield is 0.820. (7) The reactants are [CH3:1][O:2][C:3]1[CH:4]=[C:5]([N:11]2[CH:15]=[C:14]([CH:16]=[O:17])[C:13]([CH3:18])=[N:12]2)[CH:6]=[C:7]([O:9][CH3:10])[CH:8]=1.[CH:19]1([Mg]Br)[CH2:24][CH2:23][CH2:22][CH2:21][CH2:20]1. The catalyst is O1CCCC1. The product is [CH:19]1([CH:16]([C:14]2[C:13]([CH3:18])=[N:12][N:11]([C:5]3[CH:4]=[C:3]([O:2][CH3:1])[CH:8]=[C:7]([O:9][CH3:10])[CH:6]=3)[CH:15]=2)[OH:17])[CH2:24][CH2:23][CH2:22][CH2:21][CH2:20]1. The yield is 0.400.